Dataset: Forward reaction prediction with 1.9M reactions from USPTO patents (1976-2016). Task: Predict the product of the given reaction. (1) The product is: [CH3:22][C:23]1[C:31]([N+:32]([O-:34])=[O:33])=[CH:30][CH:29]=[CH:28][C:24]=1[C:25]([CH:2]([C:3]([O:5][CH2:6][CH3:7])=[O:4])[C:1]([O:9][CH2:10][CH3:11])=[O:8])=[O:26]. Given the reactants [C:1]([O:9][CH2:10][CH3:11])(=[O:8])[CH2:2][C:3]([O:5][CH2:6][CH3:7])=[O:4].[Cl-].[Cl-].[Mg+2].C(N(CC)CC)C.[CH3:22][C:23]1[C:31]([N+:32]([O-:34])=[O:33])=[CH:30][CH:29]=[CH:28][C:24]=1[C:25](Cl)=[O:26], predict the reaction product. (2) Given the reactants [N+:1]([C:4]1[S:8][C:7]([S:9]([N:12]2[CH2:17][CH2:16][NH:15][C@@H:14]([CH2:18][N:19]3[CH:24]4[CH2:25][CH:26]([OH:28])[CH2:27][CH:20]3[CH2:21][O:22][CH2:23]4)[CH2:13]2)(=[O:11])=[O:10])=[CH:6][CH:5]=1)([O-:3])=[O:2].[N+:29]([C:32]1[S:36][C:35]([S:37]([N:40]2[CH2:45][CH2:44][NH:43][C@@H:42]([CH2:46][N:47]3[CH:52]4[CH2:53][C:54](=[O:56])[CH2:55][CH:48]3[CH2:49][O:50][CH2:51]4)[CH2:41]2)(=[O:39])=[O:38])=[CH:34][CH:33]=1)([O-:31])=[O:30].CCN(C(C)C)C(C)C.Cl[C:67]1[N:72]=[CH:71][C:70]([C:73]([OH:82])([C:78]([F:81])([F:80])[F:79])[C:74]([F:77])([F:76])[F:75])=[CH:69][N:68]=1, predict the reaction product. The product is: [N+:1]([C:4]1[S:8][C:7]([S:9]([N:12]2[CH2:17][CH2:16][N:15]([C:67]3[N:68]=[CH:69][C:70]([C:73]([OH:82])([C:74]([F:75])([F:76])[F:77])[C:78]([F:80])([F:81])[F:79])=[CH:71][N:72]=3)[C@@H:14]([CH2:18][N:19]3[CH:20]4[CH2:27][CH:26]([OH:28])[CH2:25][CH:24]3[CH2:23][O:22][CH2:21]4)[CH2:13]2)(=[O:11])=[O:10])=[CH:6][CH:5]=1)([O-:3])=[O:2].[N+:29]([C:32]1[S:36][C:35]([S:37]([N:40]2[CH2:45][CH2:44][N:43]([C:67]3[N:68]=[CH:69][C:70]([C:73]([OH:82])([C:74]([F:75])([F:76])[F:77])[C:78]([F:80])([F:81])[F:79])=[CH:71][N:72]=3)[C@@H:42]([CH2:46][N:47]3[CH:48]4[CH2:55][C:54](=[O:56])[CH2:53][CH:52]3[CH2:51][O:50][CH2:49]4)[CH2:41]2)(=[O:39])=[O:38])=[CH:34][CH:33]=1)([O-:31])=[O:30]. (3) Given the reactants [N:1]1([C:7]2[C:16]3[C:11](=[CH:12][CH:13]=[CH:14][CH:15]=3)[N:10]=[C:9]([C:17]3[CH:22]=[CH:21][CH:20]=[CH:19][C:18]=3[OH:23])[N:8]=2)[CH2:6][CH2:5][NH:4][CH2:3][CH2:2]1.C(N(CC)CC)C.[OH:31][C@H:32]([CH2:36][CH:37]([CH3:39])[CH3:38])[C:33](O)=[O:34].CN(C(ON1N=NC2C=CC=NC1=2)=[N+](C)C)C.F[P-](F)(F)(F)(F)F, predict the reaction product. The product is: [OH:31][C@H:32]([CH2:36][CH:37]([CH3:39])[CH3:38])[C:33]([N:4]1[CH2:3][CH2:2][N:1]([C:7]2[C:16]3[C:11](=[CH:12][CH:13]=[CH:14][CH:15]=3)[N:10]=[C:9]([C:17]3[CH:22]=[CH:21][CH:20]=[CH:19][C:18]=3[OH:23])[N:8]=2)[CH2:6][CH2:5]1)=[O:34]. (4) Given the reactants [CH3:1][C:2]1[CH:10]=[CH:9][C:5]([C:6]([OH:8])=O)=[CH:4][C:3]=1[N:11]1[CH:20]=[CH:19][C:18]2[C:13](=[CH:14][C:15]([O:21][CH2:22][CH2:23][N:24]3[CH2:29][CH2:28][O:27][CH2:26][CH2:25]3)=[CH:16][CH:17]=2)[C:12]1=[O:30].C(Cl)(=O)C(Cl)=O.N1C=CC=CC=1.[NH2:43][C:44]1[CH:48]=[CH:47][O:46][N:45]=1, predict the reaction product. The product is: [O:46]1[CH:47]=[CH:48][C:44]([NH:43][C:6](=[O:8])[C:5]2[CH:9]=[CH:10][C:2]([CH3:1])=[C:3]([N:11]3[CH:20]=[CH:19][C:18]4[C:13](=[CH:14][C:15]([O:21][CH2:22][CH2:23][N:24]5[CH2:29][CH2:28][O:27][CH2:26][CH2:25]5)=[CH:16][CH:17]=4)[C:12]3=[O:30])[CH:4]=2)=[N:45]1. (5) Given the reactants [OH:1][C:2]1[CH:3]=[C:4]2[C:9](=[CH:10][CH:11]=1)[C:8](=[O:12])[N:7]([CH2:13][CH:14]([CH3:16])[CH3:15])[C:6]([CH2:17][NH:18][C:19](=[O:25])[O:20][C:21]([CH3:24])([CH3:23])[CH3:22])=[C:5]2[C:26]1[S:27][CH:28]=[CH:29][CH:30]=1.I[CH2:32][C:33]([NH2:35])=[O:34].C1CCN2C(=NCCC2)CC1.O, predict the reaction product. The product is: [NH2:35][C:33](=[O:34])[CH2:32][O:1][C:2]1[CH:3]=[C:4]2[C:9](=[CH:10][CH:11]=1)[C:8](=[O:12])[N:7]([CH2:13][CH:14]([CH3:15])[CH3:16])[C:6]([CH2:17][NH:18][C:19](=[O:25])[O:20][C:21]([CH3:23])([CH3:22])[CH3:24])=[C:5]2[C:26]1[S:27][CH:28]=[CH:29][CH:30]=1. (6) Given the reactants [NH:1]1[CH:5]=[C:4]([CH2:6][CH2:7][CH2:8][CH2:9][CH2:10][CH:11]2[CH2:16][CH2:15][NH:14][CH2:13][CH2:12]2)[N:3]=[N:2]1.[CH3:17][C:18]1[N:19]=[N:20][N:21]([CH2:23][C:24]2[CH:34]=[C:33]([C:35]([F:38])([F:37])[F:36])[CH:32]=[CH:31][C:25]=2[O:26][CH2:27][C:28](O)=[O:29])[N:22]=1.C(N(CC)CC)C.C(P1(=O)OP(CCC)(=O)OP(CCC)(=O)O1)CC, predict the reaction product. The product is: [NH:1]1[CH:5]=[C:4]([CH2:6][CH2:7][CH2:8][CH2:9][CH2:10][CH:11]2[CH2:16][CH2:15][N:14]([C:28](=[O:29])[CH2:27][O:26][C:25]3[CH:31]=[CH:32][C:33]([C:35]([F:37])([F:38])[F:36])=[CH:34][C:24]=3[CH2:23][N:21]3[N:20]=[N:19][C:18]([CH3:17])=[N:22]3)[CH2:13][CH2:12]2)[N:3]=[N:2]1.